Dataset: TCR-epitope binding with 47,182 pairs between 192 epitopes and 23,139 TCRs. Task: Binary Classification. Given a T-cell receptor sequence (or CDR3 region) and an epitope sequence, predict whether binding occurs between them. (1) The epitope is WICLLQFAY. The TCR CDR3 sequence is CASSPRGTSSYEQYF. Result: 0 (the TCR does not bind to the epitope). (2) The epitope is VLAWLYAAV. The TCR CDR3 sequence is CASSFSGASTDTQYF. Result: 0 (the TCR does not bind to the epitope). (3) The epitope is KTSVDCTMYI. The TCR CDR3 sequence is CASSLGQGASYEQYF. Result: 1 (the TCR binds to the epitope).